From a dataset of Aqueous solubility values for 9,982 compounds from the AqSolDB database. Regression/Classification. Given a drug SMILES string, predict its absorption, distribution, metabolism, or excretion properties. Task type varies by dataset: regression for continuous measurements (e.g., permeability, clearance, half-life) or binary classification for categorical outcomes (e.g., BBB penetration, CYP inhibition). For this dataset (solubility_aqsoldb), we predict Y. (1) The drug is CC(O)C(NC(=O)c1ccccc1)C(=O)O. The Y is -1.23 log mol/L. (2) The compound is COc1cc(Cl)ccc1O. The Y is -1.50 log mol/L. (3) The compound is O=[N+]([O-])c1ccc2c(c1)Cc1ccccc1-2. The Y is -4.72 log mol/L. (4) The drug is Cc1nc(=O)c2cc([N+](=O)[O-])ccc2[nH]1. The Y is -2.22 log mol/L.